This data is from Full USPTO retrosynthesis dataset with 1.9M reactions from patents (1976-2016). The task is: Predict the reactants needed to synthesize the given product. (1) Given the product [CH2:1]([O:3][C:4]([C:6]1[C:7]([NH:21][CH:15]2[CH2:20][CH2:19][CH2:18][CH2:17][CH2:16]2)=[N:8][C:9]([S:12][CH3:13])=[N:10][CH:11]=1)=[O:5])[CH3:2], predict the reactants needed to synthesize it. The reactants are: [CH2:1]([O:3][C:4]([C:6]1[C:7](Cl)=[N:8][C:9]([S:12][CH3:13])=[N:10][CH:11]=1)=[O:5])[CH3:2].[CH:15]1([NH2:21])[CH2:20][CH2:19][CH2:18][CH2:17][CH2:16]1. (2) Given the product [O:3]1[C:7]2[CH:8]=[CH:9][CH:10]=[C:11]([CH:12]3[CH2:17][CH2:16][N:15]([CH2:18][CH2:19][C@H:20]4[CH2:21][CH2:22][C@H:23]([NH:26][C:37]([C:33]5[CH:32]=[C:31]6[C:36](=[CH:35][CH:34]=5)[N:27]=[CH:28][CH:29]=[CH:30]6)=[O:38])[CH2:24][CH2:25]4)[CH2:14][CH2:13]3)[C:6]=2[CH2:5][CH2:4]1, predict the reactants needed to synthesize it. The reactants are: Cl.Cl.[O:3]1[C:7]2[CH:8]=[CH:9][CH:10]=[C:11]([CH:12]3[CH2:17][CH2:16][N:15]([CH2:18][CH2:19][C@H:20]4[CH2:25][CH2:24][C@H:23]([NH2:26])[CH2:22][CH2:21]4)[CH2:14][CH2:13]3)[C:6]=2[CH2:5][CH2:4]1.[N:27]1[C:36]2[C:31](=[CH:32][C:33]([C:37](O)=[O:38])=[CH:34][CH:35]=2)[CH:30]=[CH:29][CH:28]=1. (3) Given the product [NH2:8][C:7]1[NH:6][C:5](=[O:9])[N:4]([CH2:10][CH2:11][CH3:12])[C:3](=[O:13])[C:2]=1[NH:1][C:25]([C:23]1[CH:22]=[N:21][N:20]([CH2:19][C:18]2[CH:28]=[CH:29][CH:30]=[C:16]([C:15]([F:32])([F:14])[F:31])[CH:17]=2)[CH:24]=1)=[O:26], predict the reactants needed to synthesize it. The reactants are: [NH2:1][C:2]1[C:3](=[O:13])[N:4]([CH2:10][CH2:11][CH3:12])[C:5](=[O:9])[NH:6][C:7]=1[NH2:8].[F:14][C:15]([F:32])([F:31])[C:16]1[CH:17]=[C:18]([CH:28]=[CH:29][CH:30]=1)[CH2:19][N:20]1[CH:24]=[C:23]([C:25](O)=[O:26])[CH:22]=[N:21]1.CCN=C=NCCCN(C)C.Cl. (4) Given the product [C:1]([O:5][C:6]([N:8]1[CH2:13][CH2:12][CH:11]([CH2:14][CH2:15][O:16][CH:17]2[CH2:22][CH2:21][CH2:20][CH2:19][CH2:18]2)[CH2:10][CH2:9]1)=[O:7])([CH3:4])([CH3:3])[CH3:2], predict the reactants needed to synthesize it. The reactants are: [C:1]([O:5][C:6]([N:8]1[CH2:13][CH2:12][CH:11]([CH2:14][CH2:15][OH:16])[CH2:10][CH2:9]1)=[O:7])([CH3:4])([CH3:3])[CH3:2].[C:17]1(=O)[CH2:22][CH2:21][CH2:20][CH2:19][CH2:18]1.[SiH](CC)(CC)CC.